Binary Classification. Given a miRNA mature sequence and a target amino acid sequence, predict their likelihood of interaction. From a dataset of Experimentally validated miRNA-target interactions with 360,000+ pairs, plus equal number of negative samples. (1) The miRNA is mmu-miR-696 with sequence GCGUGUGCUUGCUGUGGG. The protein sequence of the target gene is MAERRRHKKRIQEVGEPSKEEKAVAKYLRFNCPTKSTNMMGHRVDYFIASKAVECLLDSKWAKAKKGEDALFTTRESVVDYCNRLLKKQFFHRALKVMKMKYDKDVKKEKDKGKSESGKEDDKKSKKESVKEEKTKKEKEKKKDGEKEDSKKEETPGTPKKKETKKKFKLEPHDDQVFLDGNEVFVWIYDPVHIKTFVMGLILVIAVIAATLFPLWPAEMRVGVYYLSVGAGCFVASILLLAIARCILFLIIWLITGGRHHFWFLPNLTADVGFIDSFRPLYTHEYKGPKADLKKDEKSE.... Result: 0 (no interaction). (2) The miRNA is mmu-miR-706 with sequence AGAGAAACCCUGUCUCAAAAAA. The protein sequence of the target gene is MGAAISQGALIAIVCNGLVGFLLLLLWVILCWACHSRSADVDSLSESSPNSSPGPCPEKAPPPQKPSHEGSYLLQP. Result: 0 (no interaction). (3) The miRNA is hsa-miR-7843-5p with sequence GAGGGCAGAGCCAGCUUCCUGA. The protein sequence of the target gene is MKRKERIARRLEGIENDSQPILLQSCTGLVTHRLLEEDTPRYMRATDPASPHIGRSKEEEDTPGSSLEKQTPSKYCIETSGIHSSGSMDTHSLESKAERIARYKAERRRQLAEKYGLTLDPEADSEYLSRYAKSRKDPDVTERRGKSDKQEEQSKDANSRHSRTESGPRTSLVASQDCTPLGSNMSDQEQLLNVENQRRVQDPPLGEDGSSAFFSERSISFPEVPRSPKQIPSSPLQQPASPNHPGDSPLPTEARASTGKPTHEWFLQRDSEGDTPSLINWPSRVKVREKLVKEESARSS.... Result: 0 (no interaction). (4) The miRNA is hsa-miR-98-5p with sequence UGAGGUAGUAAGUUGUAUUGUU. The protein sequence of the target gene is MEPEEGTPLWRLQKLPAELGPQLLHKIIDGICGRAYPVYQDYHTVWESEEWMHVLEDIAKFFKAIVGKNLPDEEIFQQLNQLNSLHQETIMKCVKSRKDEIKQALSREIVAISSAQLQDFDWQVKLALSSDKIAALRMPLLSLHLDVKENGEVKPYSIEMSREELQNLIQSLEAANKVVLQLK. Result: 0 (no interaction). (5) The miRNA is hsa-miR-466 with sequence AUACACAUACACGCAACACACAU. The protein sequence of the target gene is METLSFPRYNVAEIVIHIRNKILTGADGKNLTKNDLYPNPKPEVLHMIYMRALQIVYGIRLEHFYMMPVNSEVMYPHLMEGFLPFSNLVTHLDSFLPICRVNDFETADILCPKAKRTSRFLSGIINFIHFREACRETYMEFLWQYKSSADKMQQLNAAHQEALMKLERLDSVPVEEQEEFKQLSDGIQELQQSLNQDFHQKTIVLQEGNSQKKSNISEKTKRLNELKLSVVSLKEIQESLKTKIVDSPEKLKNYKEKMKDTVQKLKNARQEVVEKYEIYGDSVDCLPSCQLEVQLYQKKI.... Result: 0 (no interaction). (6) Result: 0 (no interaction). The protein sequence of the target gene is MAGSSAGGGGVGETKVIYHLDEEETPYLVKIPVPAERITLGDFKSVLQRPAGAKYFFKSMDQDFGVVKEEISDDNARLPCFNGRVVSWLVSSDTPQPEVAPPAHESRTELVPPPPPLPPLPPERTSGIGDSRPPSFHPNVSSSHENLEPETETESVVSLRRDRPRRRDSSEHGAGGHRPGGPSRLERHLAGYESSSTLMTSELESTSLGDSDEDDTMSRFSSSTEQSSASRLLKRHRRRRKQRPPRMERTSSFSSVTDSTMSLNIITVTLNMEKYNFLGISIVGQSNERGDGGIYIGSIM.... The miRNA is hsa-miR-5192 with sequence AGGAGAGUGGAUUCCAGGUGGU. (7) The miRNA is mmu-miR-598-3p with sequence UACGUCAUCGUCGUCAUCGUUA. The protein sequence of the target gene is MVRGWEPPPGLDCAISEGHKSEGTMPPNKEASGLSSSPAGLICLPPISEELQLVWTQAAQTSELDSNEHLLKTFSYFPYPSLADIALLCLRYGLQMEKVKTWFMAQRLRCGISWSSEEIEETRARVVYRRDQLHFKSLLSFTHHAGRPPEEVPPPPVPAPEQVGIGIGPPTLSKPTQTKGLKVEPEEPSQMPPLPQSHQKLKESLMTPGSGAFPYQSDFWQHLQSSGLSKEQAGRGPNQSHGIGTASWNHSTTVPQPQARDKPPPIALIASSCKEESASSVTPSSSSTSSSFQVLANGAT.... Result: 0 (no interaction).